This data is from Reaction yield outcomes from USPTO patents with 853,638 reactions. The task is: Predict the reaction yield, written as a fraction of the theoretical maximum amount of product (1.0 means a 100% yield; for example, 0.34 means a 34% yield). The reactants are [O:1]=[C:2]1[C:7]([CH2:8][C:9]2[CH:14]=[CH:13][C:12]([C:15]3[C:16]([C:21]#[N:22])=[CH:17][CH:18]=[CH:19][CH:20]=3)=[CH:11][CH:10]=2)=[C:6]([CH2:23][CH2:24][CH3:25])[N:5]2[N:26]=[CH:27][N:28]=[C:4]2[NH:3]1.[C:29]([C:32]1[CH:37]=[CH:36][C:35](B(O)O)=[CH:34][CH:33]=1)(=[O:31])[CH3:30].[CH2:41](N(CC)CC)C.N1C=CC=CC=1. The catalyst is ClCCl.C(OCC)(=O)C.C([O-])(=O)C.[Cu+2].C([O-])(=O)C. The product is [OH:31][C:29]([C:32]1[CH:37]=[CH:36][C:35]([N:3]2[C:2](=[O:1])[C:7]([CH2:8][C:9]3[CH:10]=[CH:11][C:12]([C:15]4[C:16]([C:21]#[N:22])=[CH:17][CH:18]=[CH:19][CH:20]=4)=[CH:13][CH:14]=3)=[C:6]([CH2:23][CH2:24][CH3:25])[N:5]3[N:26]=[CH:27][N:28]=[C:4]23)=[CH:34][CH:33]=1)([CH3:41])[CH3:30]. The yield is 0.410.